From a dataset of Experimentally validated miRNA-target interactions with 360,000+ pairs, plus equal number of negative samples. Binary Classification. Given a miRNA mature sequence and a target amino acid sequence, predict their likelihood of interaction. (1) The miRNA is mmu-miR-450b-5p with sequence UUUUGCAGUAUGUUCCUGAAUA. The protein sequence of the target gene is MNVNQSVPPVPPFGQPQPIYPGYHQSSYGGQSGSTAPAIPYGAYNGPVPGYQQTPPQGMSRAPPSSGAPPASTAQAPCGQAAYGQFGQGDVQNGPSSTVQMQRLPGSQPFGSPLAPVGNQPPVLQPYGPPPTSAQVATQLSGMQISGAVAPAPPSSGLGFGPPTSLASASGSFPNSGLYGSYPQGQAPPLSQAQGHPGIQTPQRSAPSQASSFTPPASGGPRLPSMTGPLLPGQSFGGPSVSQPNHVSSPPQALPPGTQMTGPLGPLPPMHSPQQPGYQPQQNGSFGPARGPQSNYGGPY.... Result: 0 (no interaction). (2) The miRNA is hsa-miR-4469 with sequence GCUCCCUCUAGGGUCGCUCGGA. The protein sequence of the target gene is MAGLGLGSAVPVWLAEDDLGCIICQGLLDWPATLPCGHSFCRHCLEALWGARDARRWACPTCRQGAAQQPHLRKNTLLQDLADKYRRAAREIQAGSDPAHCPCPGSSSLSSAAARPRRRPELQRVAVEKSITEVAQELTELVEHLVDIVRSLQNQRPLSESGPDNELSILGKAFSSGVDLSMASPKLVTSDTAAGKIRDILHDLEEIQEKLQESVTWKEAPEAQMQGELLEAPSSSSCPLPDQSHPALRRASRFAQWAIHPTFNLKSLSCSLEVSKDSRTVTVSHRPQPYRWSCERFSTS.... Result: 0 (no interaction). (3) The miRNA is cel-miR-1824-5p with sequence UGGCAGUGUUUCUCCCCCAACUU. The protein sequence of the target gene is MPFLLGLRQDKEACVGTNNQSYICDTGHCCGQSQCCNYYYELWWFWLVWTIIIILSCCCVCHHRRAKHRLQAQQRQHEINLIAYREAHNYSALPFYFRFLPNYLLPPYEEVVNRPPTPPPPYSAFQLQQQQLLPPQCGPAGGSPPGIDPTRGSQGAQSSPLSEPSRSSTRPPSIADPDPSDLPVDRAATKAPGMEPSGSVAGLGELDPGAFLDKDAECREELLKDDSSEHGAPDSKEKTPGRHRRFTGDSGIEVCVCNRGHHDDDLKEFNTLIDDALDGPLDFCDSCHVRPPGDEEEGLC.... Result: 0 (no interaction). (4) The miRNA is hsa-miR-1306-5p with sequence CCACCUCCCCUGCAAACGUCCA. The protein sequence of the target gene is MIIKHFFGTVLVLLASTTIFSLDLKLIIFQQRQVNQESLKLLNKLQTLSIQQCLPHRKNFLLPQKSLSPQQYQKGHTLAILHEMLQQIFSLFRANISLDGWEENHTEKFLIQLHQQLEYLEALMGLEAEKLSGTLGSDNLRLQVKMYFRRIHDYLENQDYSTCAWAIVQVEISRCLFFVFSLTEKLSKQGRPLNDMKQELTTEFRSPR. Result: 1 (interaction).